Dataset: Forward reaction prediction with 1.9M reactions from USPTO patents (1976-2016). Task: Predict the product of the given reaction. (1) Given the reactants [CH2:1]([N:4]([CH2:6][CH2:7][CH2:8][CH2:9][O:10][C:11]1[CH:12]=[C:13]2[C:17](=[CH:18][CH:19]=1)[NH:16][C:15]([CH3:20])=[C:14]2[CH3:21])[CH3:5])[CH:2]=[CH2:3].F[C:23]1[CH:28]=[CH:27][C:26]([Br:29])=[CH:25][CH:24]=1, predict the reaction product. The product is: [CH2:1]([N:4]([CH2:6][CH2:7][CH2:8][CH2:9][O:10][C:11]1[CH:12]=[C:13]2[C:17](=[CH:18][CH:19]=1)[N:16]([C:23]1[CH:28]=[CH:27][C:26]([Br:29])=[CH:25][CH:24]=1)[C:15]([CH3:20])=[C:14]2[CH3:21])[CH3:5])[CH:2]=[CH2:3]. (2) Given the reactants [CH:1]([N:4]1[C:8]([C@H:9]2[CH2:13][O:12][CH2:11][C@H:10]2[CH2:14][OH:15])=[CH:7][CH:6]=[N:5]1)([CH3:3])[CH3:2].[OH:16][C:17]1[CH:24]=[CH:23][CH:22]=[C:21](O)[C:18]=1[CH:19]=[O:20].C1C=CC(P(C2C=CC=CC=2)C2C=CC=CC=2)=CC=1.CC(OC(/N=N/C(OC(C)C)=O)=O)C, predict the reaction product. The product is: [OH:16][C:17]1[CH:24]=[CH:23][CH:22]=[C:21]([O:15][CH2:14][C@H:10]2[C@@H:9]([C:8]3[N:4]([CH:1]([CH3:3])[CH3:2])[N:5]=[CH:6][CH:7]=3)[CH2:13][O:12][CH2:11]2)[C:18]=1[CH:19]=[O:20]. (3) Given the reactants [CH2:1]([N:3]1[C:12]2[C:7](=[CH:8][C:9]([CH3:26])=[C:10]([C:13]3[CH:14]=[C:15]([CH:18]=[CH:19][C:20]=3[O:21][C:22]([F:25])([F:24])[F:23])[CH:16]=[O:17])[CH:11]=2)[C:6]([CH3:28])([CH3:27])[CH2:5][C:4]1=[O:29])[CH3:2].[CH3:30][Mg]Br.CCOCC.CC(OI1(OC(C)=O)(OC(C)=O)OC(=O)C2C=CC=CC1=2)=O, predict the reaction product. The product is: [C:16]([C:15]1[CH:18]=[CH:19][C:20]([O:21][C:22]([F:23])([F:24])[F:25])=[C:13]([C:10]2[CH:11]=[C:12]3[C:7]([C:6]([CH3:28])([CH3:27])[CH2:5][C:4](=[O:29])[N:3]3[CH2:1][CH3:2])=[CH:8][C:9]=2[CH3:26])[CH:14]=1)(=[O:17])[CH3:30]. (4) Given the reactants [Cl:1][C:2]1[CH:28]=[CH:27][C:5]([CH2:6][N:7]2[C:12](SCC)=[N:11][C:10](=[O:16])[N:9]([CH2:17][C:18]3[CH:19]=[N:20][C:21]([O:24][CH3:25])=[CH:22][CH:23]=3)[C:8]2=[O:26])=[CH:4][CH:3]=1.[F:29][C:30]1[CH:31]=[C:32]([CH:34]=[CH:35][C:36]=1[O:37][CH:38]([CH3:40])[CH3:39])[NH2:33].C(O)(C)(C)C.C(=O)(O)[O-].[Na+], predict the reaction product. The product is: [Cl:1][C:2]1[CH:3]=[CH:4][C:5]([CH2:6][N:7]2[C:12](=[N:33][C:32]3[CH:34]=[CH:35][C:36]([O:37][CH:38]([CH3:39])[CH3:40])=[C:30]([F:29])[CH:31]=3)[NH:11][C:10](=[O:16])[N:9]([CH2:17][C:18]3[CH:19]=[N:20][C:21]([O:24][CH3:25])=[CH:22][CH:23]=3)[C:8]2=[O:26])=[CH:27][CH:28]=1. (5) The product is: [Cl:1][C:2]1[CH:19]=[CH:18][CH:17]=[CH:16][C:3]=1[CH2:4][N:5]1[C:13]2[C:8](=[CH:9][CH:10]=[CH:11][CH:12]=2)[C:7]([OH:14])([CH2:23][N+:20]([O-:22])=[O:21])[C:6]1=[O:15]. Given the reactants [Cl:1][C:2]1[CH:19]=[CH:18][CH:17]=[CH:16][C:3]=1[CH2:4][N:5]1[C:13]2[C:8](=[CH:9][CH:10]=[CH:11][CH:12]=2)[C:7](=[O:14])[C:6]1=[O:15].[N+:20]([CH3:23])([O-:22])=[O:21], predict the reaction product. (6) Given the reactants [CH3:1][S:2][C:3]1[N:8]=[C:7]([C:9]2[C:10]([C:14]3[CH:15]=[C:16]4[CH:22]=[CH:21][N:20]([S:23]([C:26]5[CH:31]=[CH:30][CH:29]=[CH:28][CH:27]=5)(=[O:25])=[O:24])[C:17]4=[N:18][CH:19]=3)=[N:11][NH:12][CH:13]=2)[CH:6]=[CH:5][N:4]=1.Br[CH2:33][C:34]#[N:35].C(=O)([O-])[O-].[K+].[K+], predict the reaction product. The product is: [C:26]1([S:23]([N:20]2[C:17]3=[N:18][CH:19]=[C:14]([C:10]4[C:9]([C:7]5[CH:6]=[CH:5][N:4]=[C:3]([S:2][CH3:1])[N:8]=5)=[CH:13][N:12]([CH2:33][C:34]#[N:35])[N:11]=4)[CH:15]=[C:16]3[CH:22]=[CH:21]2)(=[O:24])=[O:25])[CH:27]=[CH:28][CH:29]=[CH:30][CH:31]=1. (7) Given the reactants Cl.Cl.[NH2:3][C:4]1[CH:5]=[CH:6][C:7]([N:11]2[CH2:16][CH2:15][CH2:14][C@@H:13]([C:17]([N:19]3[CH2:23][CH2:22][CH2:21][CH2:20]3)=[O:18])[CH2:12]2)=[N:8][C:9]=1[NH2:10].[CH3:24][S:25]([C:28]1[CH:29]=[C:30]([CH:33]=[CH:34][CH:35]=1)[CH:31]=O)(=[O:27])=[O:26].[S].C(N(CC)CC)C, predict the reaction product. The product is: [CH3:24][S:25]([C:28]1[CH:29]=[C:30]([C:31]2[NH:10][C:9]3=[N:8][C:7]([N:11]4[CH2:16][CH2:15][CH2:14][C@@H:13]([C:17]([N:19]5[CH2:23][CH2:22][CH2:21][CH2:20]5)=[O:18])[CH2:12]4)=[CH:6][CH:5]=[C:4]3[N:3]=2)[CH:33]=[CH:34][CH:35]=1)(=[O:26])=[O:27]. (8) Given the reactants Cl.Cl.[CH:3]1[N:7]2[C:8]3[CH:17]=[CH:16][CH:15]=[CH:14][C:9]=3[CH2:10][CH2:11][CH:12]([NH2:13])[C:6]2=[N:5][CH:4]=1.[NH4+].[OH-], predict the reaction product. The product is: [CH:3]1[N:7]2[C:8]3[CH:17]=[CH:16][CH:15]=[CH:14][C:9]=3[CH2:10][CH2:11][CH:12]([NH2:13])[C:6]2=[N:5][CH:4]=1. (9) Given the reactants [CH:1]([C:3]1[CH:4]=[C:5]([C:11]2[CH:16]=[CH:15][N:14]=[C:13]([C:17]#[N:18])[CH:12]=2)[C:6]([O:9][CH3:10])=[N:7][CH:8]=1)=O.[Cl:19]C1C=C(C2C(OC)=NC=C(C=O)C=2)C=CN=1.C([Zn]C#N)#N, predict the reaction product. The product is: [Cl:19][CH2:1][C:3]1[CH:4]=[C:5]([C:11]2[CH:16]=[CH:15][N:14]=[C:13]([C:17]#[N:18])[CH:12]=2)[C:6]([O:9][CH3:10])=[N:7][CH:8]=1. (10) Given the reactants [CH2:1]([C:3]1[O:7][CH:6]=[N:5][CH:4]=1)[CH3:2].[CH2:8]([O:10][C:11](=[O:32])[N:12]([C:21]1[CH:26]=[C:25](Br)[N:24]=[C:23]([NH2:28])[C:22]=1[N+:29]([O-:31])=[O:30])[CH2:13][C:14]1[CH:15]=[N:16][C:17]([CH3:20])=[CH:18][CH:19]=1)[CH3:9], predict the reaction product. The product is: [CH2:8]([O:10][C:11](=[O:32])[N:12]([C:21]1[CH:26]=[C:25]([C:6]2[O:7][C:3]([CH2:1][CH3:2])=[CH:4][N:5]=2)[N:24]=[C:23]([NH2:28])[C:22]=1[N+:29]([O-:31])=[O:30])[CH2:13][C:14]1[CH:15]=[N:16][C:17]([CH3:20])=[CH:18][CH:19]=1)[CH3:9].